This data is from Forward reaction prediction with 1.9M reactions from USPTO patents (1976-2016). The task is: Predict the product of the given reaction. Given the reactants [Cl:1][C:2]1[C:7]([N:8]2[C:12]([CH3:13])=[CH:11][C:10]([CH3:14])=[N:9]2)=[C:6]([NH:15][CH:16]([CH3:18])[CH3:17])[N:5]2[N:19]=[CH:20][C:21]([C:22]([O:24]C)=[O:23])=[C:4]2[N:3]=1.[OH-].[K+].Cl, predict the reaction product. The product is: [Cl:1][C:2]1[C:7]([N:8]2[C:12]([CH3:13])=[CH:11][C:10]([CH3:14])=[N:9]2)=[C:6]([NH:15][CH:16]([CH3:18])[CH3:17])[N:5]2[N:19]=[CH:20][C:21]([C:22]([OH:24])=[O:23])=[C:4]2[N:3]=1.